From a dataset of Forward reaction prediction with 1.9M reactions from USPTO patents (1976-2016). Predict the product of the given reaction. (1) Given the reactants [Cl:1][C:2]1[CH:7]=[CH:6][C:5]([C@@H:8]2[CH2:13][N:12]([CH2:14][CH:15]=[CH2:16])[CH2:11][CH2:10][N:9]2[CH2:17][CH:18]=[CH2:19])=[CH:4][CH:3]=1.[ClH:20].C(O)(C)C, predict the reaction product. The product is: [ClH:1].[ClH:20].[Cl:1][C:2]1[CH:3]=[CH:4][C:5]([C@@H:8]2[CH2:13][N:12]([CH2:14][CH:15]=[CH2:16])[CH2:11][CH2:10][N:9]2[CH2:17][CH:18]=[CH2:19])=[CH:6][CH:7]=1. (2) Given the reactants [Cl:1][C:2]1[CH:28]=[CH:27][C:5]([CH2:6][S:7][C@@H:8]2[CH2:13][O:12][C@@H:11](/[C:14](/[CH3:26])=[CH:15]/[C:16]3[CH:21]=[CH:20][C:19]([C:22]([F:25])([F:24])[F:23])=[CH:18][CH:17]=3)[O:10][CH2:9]2)=[CH:4][CH:3]=1.ClC1C=CC=C(C(OO)=[O:37])C=1, predict the reaction product. The product is: [Cl:1][C:2]1[CH:3]=[CH:4][C:5]([CH2:6][S:7]([C@@H:8]2[CH2:9][O:10][C@@H:11](/[C:14](/[CH3:26])=[CH:15]/[C:16]3[CH:21]=[CH:20][C:19]([C:22]([F:24])([F:23])[F:25])=[CH:18][CH:17]=3)[O:12][CH2:13]2)=[O:37])=[CH:27][CH:28]=1. (3) Given the reactants [CH2:1]([O:8][C:9]1[CH:14]=[CH:13][N:12]([CH2:15][C:16]2[CH:21]=[CH:20][CH:19]=[C:18]([F:22])[CH:17]=2)[C:11](=[O:23])[C:10]=1I)[C:2]1[CH:7]=[CH:6][CH:5]=[CH:4][CH:3]=1.[CH2:25](N(CC)CC)C.C[Sn](C)(C)C, predict the reaction product. The product is: [CH2:1]([O:8][C:9]1[CH:14]=[CH:13][N:12]([CH2:15][C:16]2[CH:21]=[CH:20][CH:19]=[C:18]([F:22])[CH:17]=2)[C:11](=[O:23])[C:10]=1[CH3:25])[C:2]1[CH:7]=[CH:6][CH:5]=[CH:4][CH:3]=1. (4) Given the reactants [F:1][C:2]1[CH:7]=[C:6]([F:8])[CH:5]=[CH:4][C:3]=1[S:9]([NH:12][C:13]1[C:14]([O:52][CH3:53])=[N:15][CH:16]=[C:17]([C:19]2[CH:27]=[C:26]3[C:22]([CH:23]=[N:24][N:25]3S(C3C=CC=CC=3)(=O)=O)=[C:21]([C:37]3[O:38][C:39]([CH2:42][N:43]4[CH2:48][CH2:47][N:46]5[CH2:49][CH2:50][CH2:51][C@H:45]5[CH2:44]4)=[N:40][N:41]=3)[CH:20]=2)[CH:18]=1)(=[O:11])=[O:10].[OH-].[Na+], predict the reaction product. The product is: [F:1][C:2]1[CH:7]=[C:6]([F:8])[CH:5]=[CH:4][C:3]=1[S:9]([NH:12][C:13]1[C:14]([O:52][CH3:53])=[N:15][CH:16]=[C:17]([C:19]2[CH:27]=[C:26]3[C:22]([CH:23]=[N:24][NH:25]3)=[C:21]([C:37]3[O:38][C:39]([CH2:42][N:43]4[CH2:48][CH2:47][N:46]5[CH2:49][CH2:50][CH2:51][C@H:45]5[CH2:44]4)=[N:40][N:41]=3)[CH:20]=2)[CH:18]=1)(=[O:11])=[O:10]. (5) Given the reactants [NH2:1][CH:2]1[CH2:8][C:7]([CH3:10])([CH3:9])[C:6]2[CH:11]=[CH:12][C:13]([N+:15]([O-:17])=[O:16])=[CH:14][C:5]=2[NH:4][C:3]1=[O:18].[N:19]1([C:24](Cl)=[O:25])[CH2:23][CH2:22][CH2:21][CH2:20]1.CC1(C)C2C=CC([N+]([O-])=O)=CC=2NC(=O)C(NC(=O)C(F)(F)F)C1, predict the reaction product. The product is: [CH3:9][C:7]1([CH3:10])[C:6]2[CH:11]=[CH:12][C:13]([N+:15]([O-:17])=[O:16])=[CH:14][C:5]=2[NH:4][C:3](=[O:18])[CH:2]([NH:1][C:24]([N:19]2[CH2:23][CH2:22][CH2:21][CH2:20]2)=[O:25])[CH2:8]1.